From a dataset of Reaction yield outcomes from USPTO patents with 853,638 reactions. Predict the reaction yield, written as a fraction of the theoretical maximum amount of product (1.0 means a 100% yield; for example, 0.34 means a 34% yield). (1) The reactants are C[C:2]1(C)CCC[C@H:3]1[NH2:7].[BrH:9].[NH2:10][C@H:11]1[CH2:16][CH2:15][CH2:14][CH2:13][C@:12]1([CH3:18])[OH:17].CC[N:21]([CH:25]([CH3:27])[CH3:26])[CH:22]([CH3:24])C.O.C[N:30]([CH:32]=[O:33])C. No catalyst specified. The product is [Br:9][C:24]1[CH:27]=[C:25]2[C:26]([NH:10][C@H:11]3[CH2:16][CH2:15][CH2:14][CH2:13][C@@:12]3([OH:17])[CH3:18])=[C:2]([C:32]([NH2:30])=[O:33])[CH:3]=[N:7][N:21]2[CH:22]=1. The yield is 0.570. (2) The reactants are [O:1]=[C:2]1[NH:6][CH2:5][CH2:4][N:3]1[C:7](Cl)=[O:8].[C:10]1([CH2:16][O:17][C:18]([C:20]2([NH2:26])[CH2:25][CH2:24][CH2:23][CH2:22][CH2:21]2)=[O:19])[CH:15]=[CH:14][CH:13]=[CH:12][CH:11]=1.C(N(CC)CC)C. The catalyst is C(Cl)(Cl)Cl. The product is [C:10]1([CH2:16][O:17][C:18]([C:20]2([NH:26][C:7]([N:3]3[CH2:4][CH2:5][NH:6][C:2]3=[O:1])=[O:8])[CH2:21][CH2:22][CH2:23][CH2:24][CH2:25]2)=[O:19])[CH:11]=[CH:12][CH:13]=[CH:14][CH:15]=1. The yield is 0.820. (3) The reactants are O=C[CH2:3][C@@H:4]([NH:13][C:14]1[CH:19]=[CH:18][C:17]([S:20]([NH2:23])(=[O:22])=[O:21])=[CH:16][C:15]=1[S:24]([C:27]([F:30])([F:29])[F:28])(=[O:26])=[O:25])[CH2:5][S:6][C:7]1[CH:12]=[CH:11][CH:10]=[CH:9][CH:8]=1.[Si:31]([O:38][CH2:39][CH2:40][NH:41][CH3:42])([C:34]([CH3:37])([CH3:36])[CH3:35])([CH3:33])[CH3:32].[C:43](O[BH-](OC(=O)C)OC(=O)C)(=O)C.[Na+].[OH-].[Na+]. The catalyst is ClCCCl.ClCCl.C(OCC)(=O)C. The product is [Si:31]([O:38][CH2:39][CH2:40][N:41]([CH3:43])[CH2:42][CH2:3][C@@H:4]([NH:13][C:14]1[CH:19]=[CH:18][C:17]([S:20]([NH2:23])(=[O:22])=[O:21])=[CH:16][C:15]=1[S:24]([C:27]([F:30])([F:28])[F:29])(=[O:26])=[O:25])[CH2:5][S:6][C:7]1[CH:8]=[CH:9][CH:10]=[CH:11][CH:12]=1)([C:34]([CH3:37])([CH3:36])[CH3:35])([CH3:32])[CH3:33]. The yield is 0.495. (4) The reactants are [O:1]1[C:5]2[CH:6]=[CH:7][C:8]([C:10]3([C:13]([NH:15][C:16]4[CH:17]=[CH:18][C:19]([CH2:33][OH:34])=[C:20]([C:22]5[CH:27]=[CH:26][C:25]([C:28]([N:30]([CH3:32])[CH3:31])=[O:29])=[CH:24][CH:23]=5)[CH:21]=4)=[O:14])[CH2:12][CH2:11]3)=[CH:9][C:4]=2[O:3][CH2:2]1.[C:35]1(C)[CH:40]=CC(S(O)(=O)=O)=C[CH:36]=1. The catalyst is C(O)(C)C. The product is [O:1]1[C:5]2[CH:6]=[CH:7][C:8]([C:10]3([C:13]([NH:15][C:16]4[CH:17]=[CH:18][C:19]([CH2:33][O:34][CH:35]([CH3:40])[CH3:36])=[C:20]([C:22]5[CH:27]=[CH:26][C:25]([C:28]([N:30]([CH3:31])[CH3:32])=[O:29])=[CH:24][CH:23]=5)[CH:21]=4)=[O:14])[CH2:11][CH2:12]3)=[CH:9][C:4]=2[O:3][CH2:2]1. The yield is 0.440. (5) The reactants are Br[C:2]1[C:3]([NH2:9])=[N:4][C:5]([NH2:8])=[N:6][CH:7]=1.[K+].C(O[C:14]([S-:16])=[S:15])C.O.Cl. The catalyst is CN(C=O)C. The product is [NH2:8][C:5]1[N:6]=[CH:7][C:2]2[S:16][C:14](=[S:15])[NH:9][C:3]=2[N:4]=1. The yield is 0.300. (6) The reactants are [Br-].[CH2:2]([P+](C1C=CC=CC=1)(C1C=CC=CC=1)C1C=CC=CC=1)[CH2:3][C:4]1[CH:9]=[CH:8][CH:7]=[CH:6][CH:5]=1.[Li]CCCC.[O:34]1[C:38]2[CH:39]=[CH:40][C:41]([CH2:43][CH2:44][C:45](=O)[CH3:46])=[CH:42][C:37]=2[O:36][CH2:35]1. No catalyst specified. The product is [CH3:46][C:45](=[CH:2][CH2:3][C:4]1[CH:5]=[CH:6][CH:7]=[CH:8][CH:9]=1)[CH2:44][CH2:43][C:41]1[CH:40]=[CH:39][C:38]2[O:34][CH2:35][O:36][C:37]=2[CH:42]=1. The yield is 0.300. (7) The reactants are N[C:2]1[C:10]2[C:5](=[N:6][C:7]([C:19]3[CH:24]=[CH:23][C:22]([F:25])=[CH:21][CH:20]=3)=[C:8]([C:11]3[CH:16]=[CH:15][N:14]=[C:13]([S:17][CH3:18])[N:12]=3)[CH:9]=2)[NH:4][N:3]=1.N([O-])=O.[Na+].O[PH2]=O.[OH-].[Na+]. The catalyst is CC(O)=O.O.Cl. The product is [F:25][C:22]1[CH:23]=[CH:24][C:19]([C:7]2[N:6]=[C:5]3[NH:4][N:3]=[CH:2][C:10]3=[CH:9][C:8]=2[C:11]2[CH:16]=[CH:15][N:14]=[C:13]([S:17][CH3:18])[N:12]=2)=[CH:20][CH:21]=1. The yield is 0.420. (8) The reactants are S(Cl)([Cl:3])=O.[NH2:5][C:6]1[CH:11]=[C:10]([Br:12])[CH:9]=[CH:8][C:7]=1[N:13]([CH3:17])[CH2:14][CH2:15]O. The catalyst is C(Cl)Cl.CN(C=O)C. The product is [Br:12][C:10]1[CH:11]=[C:6]([NH2:5])[C:7]([N:13]([CH2:14][CH2:15][Cl:3])[CH3:17])=[CH:8][CH:9]=1. The yield is 0.410. (9) The reactants are [CH2:1]([O:3][PH:4](=[O:8])[O:5][CH2:6][CH3:7])[CH3:2].[O-]S(C(F)(F)F)(=O)=O.C(=O)([O-])[O-].[Cs+].[Cs+].C1C=[C:27]2[C:29]([C:31](O)(O)[C:32](=O)[C:26]2=CC=1)=O. The catalyst is O1CCCC1.ClCCl.O.CO. The product is [CH2:1]([O:3][PH:4](=[O:8])[O:5][CH2:6][C:7]1[CH:27]=[CH:29][CH:31]=[CH:32][CH:26]=1)[C:2]1[CH:31]=[CH:32][CH:26]=[CH:27][CH:29]=1. The yield is 0.900.